This data is from Catalyst prediction with 721,799 reactions and 888 catalyst types from USPTO. The task is: Predict which catalyst facilitates the given reaction. (1) Reactant: [NH:1]1[CH2:5][CH2:4][CH2:3][CH2:2]1.[Cl:6][CH2:7][CH2:8][O:9][CH2:10][CH2:11][O:12][C:13]1[CH:22]=[C:21]2[C:16]([C:17]([NH:25][C:26]3[CH:31]=[CH:30][C:29]([C:32]#[C:33][CH2:34][O:35][CH3:36])=[C:28]4[O:37][CH2:38][O:39][C:27]=34)=[C:18]([C:23]#[N:24])[CH:19]=[N:20]2)=[CH:15][C:14]=1[O:40][CH3:41].[I-].[Na+].[ClH:44]. Product: [ClH:6].[ClH:44].[C:23]([C:18]1[CH:19]=[N:20][C:21]2[C:16]([C:17]=1[NH:25][C:26]1[CH:31]=[CH:30][C:29]([C:32]#[C:33][CH2:34][O:35][CH3:36])=[C:28]3[O:37][CH2:38][O:39][C:27]=13)=[CH:15][C:14]([O:40][CH3:41])=[C:13]([O:12][CH2:11][CH2:10][O:9][CH2:8][CH2:7][N:1]1[CH2:5][CH2:4][CH2:3][CH2:2]1)[CH:22]=2)#[N:24]. The catalyst class is: 698. (2) Reactant: [Li+].[CH3:2]C([N-]C(C)C)C.[Cl:9][C:10]1(C)[CH:15]=[CH:14][CH:13]=[CH:12][NH:11]1.[CH2:17]([O:19][C:20](=[O:24])OCC)[CH3:18].[NH4+].[Cl-]. Product: [Cl:9][C:10]1[CH:15]=[C:14]([CH2:2][C:20]([O:19][CH2:17][CH3:18])=[O:24])[CH:13]=[CH:12][N:11]=1. The catalyst class is: 1.